This data is from Full USPTO retrosynthesis dataset with 1.9M reactions from patents (1976-2016). The task is: Predict the reactants needed to synthesize the given product. (1) Given the product [CH3:53][N:54]1[CH:58]=[CH:57][C:56]([NH:59][C:17]([C:8]2[CH:7]=[C:6]([O:5][C:4]3[CH:20]=[C:21]([F:23])[CH:22]=[C:2]([F:1])[CH:3]=3)[C:11]3[CH2:12][C:13]([CH3:15])([CH3:16])[O:14][C:10]=3[CH:9]=2)=[O:19])=[N:55]1, predict the reactants needed to synthesize it. The reactants are: [F:1][C:2]1[CH:3]=[C:4]([CH:20]=[C:21]([F:23])[CH:22]=1)[O:5][C:6]1[C:11]2[CH2:12][C:13]([CH3:16])([CH3:15])[O:14][C:10]=2[CH:9]=[C:8]([C:17]([OH:19])=O)[CH:7]=1.CCN=C=NCCCN(C)C.Cl.C1C=CC2N(O)N=NC=2C=1.CN1CCOCC1.[CH3:53][N:54]1[CH:58]=[CH:57][C:56]([NH2:59])=[N:55]1. (2) Given the product [C:8]([C:7]1[CH:10]=[C:11]([C:14]2[O:18][N:17]=[C:16]([C:19]3[CH:29]=[CH:28][C:22]4[CH2:23][CH2:24][N:25]([CH2:37][C:38]([O:40][CH3:41])=[O:39])[CH2:26][CH2:27][C:21]=4[CH:20]=3)[N:15]=2)[CH:12]=[CH:13][C:6]=1[O:5][CH:3]([CH3:2])[CH3:4])#[N:9], predict the reactants needed to synthesize it. The reactants are: Cl.[CH3:2][CH:3]([O:5][C:6]1[CH:13]=[CH:12][C:11]([C:14]2[O:18][N:17]=[C:16]([C:19]3[CH:29]=[CH:28][C:22]4[CH2:23][CH2:24][NH:25][CH2:26][CH2:27][C:21]=4[CH:20]=3)[N:15]=2)=[CH:10][C:7]=1[C:8]#[N:9])[CH3:4].C(=O)([O-])[O-].[K+].[K+].Br[CH2:37][C:38]([O:40][CH3:41])=[O:39]. (3) Given the product [C:10]1([PH:19](=[O:26])[C:18]2[C:5]3[C:6](=[CH:12][CH:13]=[CH:14][CH:15]=3)[CH:11]=[CH:10][CH:9]=2)[C:11]2[C:16](=[CH:15][CH:14]=[CH:13][CH:12]=2)[CH:17]=[CH:18][CH:9]=1, predict the reactants needed to synthesize it. The reactants are: [Mg].II.Br[CH2:5][CH2:6]Br.Br[C:9]1[CH:18]=[CH:17][C:16]2[C:11](=[CH:12][CH:13]=[CH:14][CH:15]=2)[CH:10]=1.[P:19]([O-:26])(OCC)OCC.Cl. (4) Given the product [CH2:27]1[C:28](=[O:29])[N:24]([Br:23])[C:25](=[O:30])[CH2:26]1.[CH3:20][C:18]([N:17]=[N:16][C:12]([C:14]#[N:15])([CH3:13])[CH3:11])([C:21]#[N:22])[CH3:19].[Br:23][CH2:9][C:6]1[CH:7]=[CH:8][C:3]([C:1]#[N:2])=[CH:4][C:5]=1[F:10], predict the reactants needed to synthesize it. The reactants are: [C:1]([C:3]1[CH:8]=[CH:7][C:6]([CH3:9])=[C:5]([F:10])[CH:4]=1)#[N:2].[CH3:11][C:12]([N:16]=[N:17][C:18]([C:21]#[N:22])([CH3:20])[CH3:19])([C:14]#[N:15])[CH3:13].[Br:23][N:24]1[C:28](=[O:29])[CH2:27][CH2:26][C:25]1=[O:30]. (5) Given the product [Br:1][C:2]1[CH:3]=[C:4]([CH:5]2[O:23][CH2:22][CH2:21][O:6]2)[CH:7]=[CH:8][CH:9]=1, predict the reactants needed to synthesize it. The reactants are: [Br:1][C:2]1[CH:3]=[C:4]([CH:7]=[CH:8][CH:9]=1)[CH:5]=[O:6].CC1C=CC(S(O)(=O)=O)=CC=1.[CH2:21](O)[CH2:22][OH:23]. (6) Given the product [CH2:11]([C:10]1[C:9]2[C:1](=[CH:3][C:4]([OH:5])=[CH:6][C:7]=2[OH:8])[O:2][C:16](=[O:17])[CH:15]=1)[CH2:12][CH3:13], predict the reactants needed to synthesize it. The reactants are: [C:1]1([CH:9]=[C:7]([OH:8])[CH:6]=[C:4]([OH:5])[CH:3]=1)[OH:2].[C:10]([CH2:15][C:16](OCC)=[O:17])(=O)[CH2:11][CH2:12][CH3:13]. (7) Given the product [OH:1][C:2]1[CH:3]=[C:4]([C:12]2[C:13]3[C:22]([C:23]#[N:24])=[CH:21][N:20]([CH2:25][O:26][CH2:27][CH2:28][Si:29]([CH3:30])([CH3:32])[CH3:31])[C:14]=3[N:15]=[C:16]([S:18][CH3:19])[N:17]=2)[CH:5]=[CH:6][CH:7]=1, predict the reactants needed to synthesize it. The reactants are: [OH:1][C:2]1[CH:3]=[C:4](B(O)O)[CH:5]=[CH:6][CH:7]=1.Cl[C:12]1[C:13]2[C:22]([C:23]#[N:24])=[CH:21][N:20]([CH2:25][O:26][CH2:27][CH2:28][Si:29]([CH3:32])([CH3:31])[CH3:30])[C:14]=2[N:15]=[C:16]([S:18][CH3:19])[N:17]=1.